From a dataset of Experimentally validated miRNA-target interactions with 360,000+ pairs, plus equal number of negative samples. Binary Classification. Given a miRNA mature sequence and a target amino acid sequence, predict their likelihood of interaction. (1) The miRNA is hsa-miR-3675-3p with sequence CAUCUCUAAGGAACUCCCCCAA. Result: 1 (interaction). The protein sequence of the target gene is MRQKRKGDLSPAELMMLTIGDVIKQLIEAHEQGKDIDLNKVKTKTAAKYGLSAQPRLVDIIAAVPPQYRKVLMPKLKAKPIRTASGIAVVAVMCKPHRCPHISFTGNICVYCPGGPDSDFEYSTQSYTGYEPTSMRAIRARYDPFLQTRHRIEQLKQLGHSVDKVEFIVMGGTFMALPEEYRDYFIRNLHDALSGHTSNNIYEAVKYSERSLTKCIGITIETRPDYCMKRHLSDMLTYGCTRLEIGVQSVYEDVARDTNRGHTVKAVCESFHLAKDSGFKVVAHMMPDLPNVGLERDIEQ.... (2) The miRNA is hsa-miR-4284 with sequence GGGCUCACAUCACCCCAU. The protein sequence of the target gene is MSREMQDVDLAEVKPLVEKGETITGLLQEFDVQEQDIETLHGSVHVTLCGTPKGNRPVILTYHDIGMNHKTCYNPLFNYEDMQEITQHFAVCHVDAPGQQDGAASFPAGYMYPSMDQLAEMLPGVLQQFGLKSIIGMGTGAGAYILTRFALNNPEMVEGLVLINVNPCAEGWMDWAASKISGWTQALPDMVVSHLFGKEEMQSNVEVVHTYRQHIVNDMNPGNLHLFINAYNSRRDLEIERPMPGTHTVTLQCPALLVVGDSSPAVDAVVECNSKLDPTKTTLLKMADCGGLPQISQPAK.... Result: 1 (interaction). (3) The miRNA is mmu-miR-486a-5p with sequence UCCUGUACUGAGCUGCCCCGAG. The protein sequence of the target gene is MSWAAVLAVAAARFGHFWGCRWPGPMAQGWAGFSEEELRRLKQTKDPFEPQRRLPAKKSRQQLQREKALVEQSQKLGLQDGSTSLLPEQLLSAPKQRVNVQKPPFSSPTLPSHFTLTSPVGDGQPQGIESQPKELGLENSHDGHNNVEILPPKPDCKLEKKKVELQEKSRWEVLQQEQRLMEEKNKRKKALLAKAIAERSKRTQAETMKLKRIQKELQALDDMVSADIGILRNRIDQASLDYSYARKRFDRAEAEYIAAKLDIQRKTEIKEQLTEHLCTIIQQNELRKAKKLEELMQQLD.... Result: 0 (no interaction). (4) The miRNA is rno-miR-21-5p with sequence UAGCUUAUCAGACUGAUGUUGA. The protein sequence of the target gene is MAPAADREGYWGPTTSTLDWCEENYSVTWYIAEFWNTVSNLIMIIPPMFGAVQSVRDGLEKRYIASYLALTVVGMGSWCFHMTLKYEMQLLDELPMIYSCCIFVYCMFECFKIKNSVNYHLLFTLVLFSLIVTTVYLKVKEPIFHQVMYGMLVFTLVLRSIYIVTWVYPWLRGLGYTSLGIFLLGFLFWNIDNIFCESLRNFRKKVPPIIGITTQFHAWWHILTGLGSYLHILFSLYTRTLYLRYRPKVKFLFGIWPVILFEPLRKH. Result: 0 (no interaction). (5) The miRNA is hsa-miR-1180-3p with sequence UUUCCGGCUCGCGUGGGUGUGU. The protein sequence of the target gene is MSSHSHNGSVGQPLGSGPGFLGWEPVDPEAGRPLQPTQGPGLQMVAKGQPVRLSPGGSRGHPQEQEEEEEEEEEEDKTGSGKPPTVSHRLGHRRALFEKRKRLSDYALIFGMFGIVVMVTETELSWGVYTKESLCSFALKCLISLSTVILLGLVILYHAREIQLFLVDNGADDWRIAMTWERVSLISLELVVCAIHPVPGHYRFTWTARLAFSLVPSAAEADLDVLLSIPMFLRLYLLARVMLLHSRIFTDASSRSIGALNRVTFNTRFVTKTLMTICPGTVLLVFSVSSWIVAAWTVRV.... Result: 0 (no interaction). (6) The miRNA is hsa-miR-202-3p with sequence AGAGGUAUAGGGCAUGGGAA. The protein sequence of the target gene is MVPGEENQLVPKEDVFWRCRQNIFDEMKKKFLQIENAAEEPRVLCIIQDTTNSKTVNERITLNLPASTPVRKLFEDVANKVGYINGTFDLVWGNGINTADMAPLDHTSDKSLLDANFEPGKKNFLHLTDKDGEQPQILLEDSSAGEDSVHDRFIGPLPREGSGGSTSDYVSQSYSYSSILNKSETGYVGLVNQAMTCYLNSLLQTLFMTPEFRNALYKWEFEESEEDPVTSIPYQLQRLFVLLQTSKKRAIETTDVTRSFGWDSSEAWQQHDVQELCRVMFDALEQKWKQTEQADLINEL.... Result: 1 (interaction). (7) The miRNA is hsa-miR-520a-5p with sequence CUCCAGAGGGAAGUACUUUCU. The protein sequence of the target gene is MSNMEKHLFNLKFAAKELNRNAKKCDKEEKAEKAKIKKAIQKGNTEVARIHAENAIRQKNQAINFLRMSARVDAVAARVQTAVTMGKVTKSMAGVVKSMDATLRSMNLEKISALMDKFEHQFETLDVQTQQMEDTMSSTTTLTTPQNQVDMLLQEMADEAGLDLNMELPQGQTGSVGASVASTEQDELSQRLARLRDQV. Result: 0 (no interaction). (8) The miRNA is mmu-miR-467c-5p with sequence UAAGUGCGUGCAUGUAUAUGUG. The protein sequence of the target gene is MSALTRLASFARVGGRLFRSGCARTAGDGGVRHAGGGVHIEPRYRQFPQLTRSQVFQSEFFSGLMWFWILWRFWHDSEEVLGHFPYPDPSQWTDEELGIPPDDED. Result: 0 (no interaction). (9) The miRNA is hsa-miR-3650 with sequence AGGUGUGUCUGUAGAGUCC. The protein sequence of the target gene is MSPVRRWGSPCLFPLQLFSLCWVLSVAQSKTVRYSTFEEDAPGTVIGTLAEDLHMKVSGDTSFRLMKQFNSSLLRVREGDGQLTVGDAGLDRERLCGQAPQCVLAFDVVSFSQEQFRLVHVEVEVRDVNDHAPRFPRAQIPVEVSEGAAVGTRIPLEVPVDEDVGANGLQTVRLAEPHSPFRVELQTRADGAQCADLVLLQELDRESQAAYSLELVAQDGGRPPRSATAALSVRVLDANDHSPAFPQGAVAEVELAEDAPVGSLLLDLDAADPDEGPNGDVVFAFGARTPPEARRLFRLD.... Result: 0 (no interaction).